This data is from Full USPTO retrosynthesis dataset with 1.9M reactions from patents (1976-2016). The task is: Predict the reactants needed to synthesize the given product. (1) Given the product [CH3:39][O:38][C:34]1[N:33]=[C:32]([C:22]2[CH:21]=[C:20]3[C:25](=[CH:24][CH:23]=2)[O:26][CH2:27][C:28]2([CH2:29][O:30][CH2:31]2)[C:19]23[CH2:18][O:17][C:16]([NH2:8])=[N:40]2)[CH:37]=[CH:36][CH:35]=1, predict the reactants needed to synthesize it. The reactants are: C(OC([N:8]([C:16]1[O:17][CH2:18][C:19]2([N:40]=1)[C:28]1([CH2:31][O:30][CH2:29]1)[CH2:27][O:26][C:25]1[C:20]2=[CH:21][C:22]([C:32]2[CH:37]=[CH:36][CH:35]=[C:34]([O:38][CH3:39])[N:33]=2)=[CH:23][CH:24]=1)C(OC(C)(C)C)=O)=O)(C)(C)C.CC1C=CC(S(O)(=O)=O)=CC=1.O. (2) Given the product [C:1]([O:5][C:6]([N:8]1[CH2:12][C@@H:11]([NH:13][C:14]([O:16][CH2:17][CH:18]2[C:30]3[CH:29]=[CH:28][CH:27]=[CH:26][C:25]=3[C:24]3[C:19]2=[CH:20][CH:21]=[CH:22][CH:23]=3)=[O:15])[CH2:10][C@H:9]1[C:31](=[O:32])[NH:77][C@H:67]1[C:76]2[C:71](=[CH:72][CH:73]=[CH:74][CH:75]=2)[CH2:70][CH2:69][CH2:68]1)=[O:7])([CH3:2])([CH3:4])[CH3:3], predict the reactants needed to synthesize it. The reactants are: [C:1]([O:5][C:6]([N:8]1[CH2:12][C@@H:11]([NH:13][C:14]([O:16][CH2:17][CH:18]2[C:30]3[CH:29]=[CH:28][CH:27]=[CH:26][C:25]=3[C:24]3[C:19]2=[CH:20][CH:21]=[CH:22][CH:23]=3)=[O:15])[CH2:10][C@H:9]1[C:31](O)=[O:32])=[O:7])([CH3:4])([CH3:3])[CH3:2].CN(C(ON1N=NC2C=CC=NC1=2)=[N+](C)C)C.F[P-](F)(F)(F)(F)F.CCN(C(C)C)C(C)C.[C@H:67]1([NH2:77])[C:76]2[C:71](=[CH:72][CH:73]=[CH:74][CH:75]=2)[CH2:70][CH2:69][CH2:68]1. (3) Given the product [CH3:14][C:13]([S:12][C:9]1[CH:10]=[C:11]2[C:6](=[CH:7][C:8]=1[O:17][CH3:18])[N:5]=[CH:4][CH:3]=[C:2]2[NH:26][C:21]1[C:20]([CH3:19])=[C:24]([CH3:25])[NH:23][N:22]=1)([CH3:16])[CH3:15], predict the reactants needed to synthesize it. The reactants are: Cl[C:2]1[C:11]2[C:6](=[CH:7][C:8]([O:17][CH3:18])=[C:9]([S:12][C:13]([CH3:16])([CH3:15])[CH3:14])[CH:10]=2)[N:5]=[CH:4][CH:3]=1.[CH3:19][C:20]1[C:21]([NH2:26])=[N:22][NH:23][C:24]=1[CH3:25].Cl. (4) Given the product [Cl:19][CH:15]([CH2:16][C:3]1[CH:5]=[CH:6][CH:7]=[CH:8][C:2]=1[Cl:1])[CH:13]=[O:14], predict the reactants needed to synthesize it. The reactants are: [Cl:1][C:2]1[CH:8]=[CH:7][CH:6]=[CH:5][C:3]=1N.N([O-])=O.[Na+].[CH:13]([CH:15]=[CH2:16])=[O:14].[O-2].[Ca+2].[ClH:19]. (5) Given the product [CH3:1][S:2]([O:26][CH2:25][C@H:23]1[O:24][C@H:18]2[C@H:19]([N:20]=[C:16]([N:8]([C:9]([O:10][C:11]([CH3:13])([CH3:14])[CH3:12])=[O:15])[CH2:6][CH3:7])[S:17]2)[C@@H:21]([O:37][CH2:38][C:39]2[CH:40]=[CH:41][C:42]([O:45][CH3:46])=[CH:43][CH:44]=2)[C@@H:22]1[O:27][CH2:28][C:29]1[CH:34]=[CH:33][C:32]([O:35][CH3:36])=[CH:31][CH:30]=1)(=[O:4])=[O:3], predict the reactants needed to synthesize it. The reactants are: [CH3:1][S:2](Cl)(=[O:4])=[O:3].[CH2:6]([N:8]([C:16]1[S:17][C@H:18]2[O:24][C@H:23]([CH2:25][OH:26])[C@@H:22]([O:27][CH2:28][C:29]3[CH:34]=[CH:33][C:32]([O:35][CH3:36])=[CH:31][CH:30]=3)[C@H:21]([O:37][CH2:38][C:39]3[CH:44]=[CH:43][C:42]([O:45][CH3:46])=[CH:41][CH:40]=3)[C@H:19]2[N:20]=1)[C:9](=[O:15])[O:10][C:11]([CH3:14])([CH3:13])[CH3:12])[CH3:7].